This data is from Acute oral toxicity (LD50) regression data from Zhu et al.. The task is: Regression/Classification. Given a drug SMILES string, predict its toxicity properties. Task type varies by dataset: regression for continuous values (e.g., LD50, hERG inhibition percentage) or binary classification for toxic/non-toxic outcomes (e.g., AMES mutagenicity, cardiotoxicity, hepatotoxicity). Dataset: ld50_zhu. (1) The drug is CCCCCCCCCCCCOC(=O)Cc1ccc(N(CCCl)CCCl)cc1. The rat oral LD50 is 3.79, given as -log10 of the dose in mol/kg body weight (higher means more acutely toxic). (2) The molecule is CC(C)CCCCCCCO. The rat oral LD50 is 1.48, given as -log10 of the dose in mol/kg body weight (higher means more acutely toxic). (3) The rat oral LD50 is 1.94, given as -log10 of the dose in mol/kg body weight (higher means more acutely toxic). The drug is Cc1ccc2ccccc2c1.